The task is: Regression. Given two drug SMILES strings and cell line genomic features, predict the synergy score measuring deviation from expected non-interaction effect.. This data is from NCI-60 drug combinations with 297,098 pairs across 59 cell lines. (1) Drug 1: CC1=C(C(=CC=C1)Cl)NC(=O)C2=CN=C(S2)NC3=CC(=NC(=N3)C)N4CCN(CC4)CCO. Drug 2: C(CC(=O)O)C(=O)CN.Cl. Cell line: M14. Synergy scores: CSS=0.653, Synergy_ZIP=2.10, Synergy_Bliss=9.00, Synergy_Loewe=2.83, Synergy_HSA=1.97. (2) Drug 1: CC1=C(C=C(C=C1)C(=O)NC2=CC(=CC(=C2)C(F)(F)F)N3C=C(N=C3)C)NC4=NC=CC(=N4)C5=CN=CC=C5. Drug 2: C1CNP(=O)(OC1)N(CCCl)CCCl. Cell line: HOP-92. Synergy scores: CSS=2.36, Synergy_ZIP=1.08, Synergy_Bliss=2.07, Synergy_Loewe=-11.4, Synergy_HSA=1.15. (3) Drug 1: CC1C(C(CC(O1)OC2CC(CC3=C2C(=C4C(=C3O)C(=O)C5=C(C4=O)C(=CC=C5)OC)O)(C(=O)C)O)N)O.Cl. Drug 2: C1=NC2=C(N=C(N=C2N1C3C(C(C(O3)CO)O)O)F)N. Cell line: A549. Synergy scores: CSS=3.98, Synergy_ZIP=-7.01, Synergy_Bliss=-8.44, Synergy_Loewe=-38.3, Synergy_HSA=-9.45. (4) Drug 1: C1=NC2=C(N=C(N=C2N1C3C(C(C(O3)CO)O)O)F)N. Drug 2: CC(C)(C#N)C1=CC(=CC(=C1)CN2C=NC=N2)C(C)(C)C#N. Cell line: K-562. Synergy scores: CSS=-0.355, Synergy_ZIP=8.81, Synergy_Bliss=12.8, Synergy_Loewe=-9.61, Synergy_HSA=-6.17. (5) Drug 1: C1CCC(CC1)NC(=O)N(CCCl)N=O. Drug 2: CS(=O)(=O)OCCCCOS(=O)(=O)C. Cell line: RPMI-8226. Synergy scores: CSS=36.7, Synergy_ZIP=4.67, Synergy_Bliss=6.69, Synergy_Loewe=-21.1, Synergy_HSA=1.74. (6) Drug 1: C1=CC(=CC=C1CC(C(=O)O)N)N(CCCl)CCCl.Cl. Drug 2: CCCCC(=O)OCC(=O)C1(CC(C2=C(C1)C(=C3C(=C2O)C(=O)C4=C(C3=O)C=CC=C4OC)O)OC5CC(C(C(O5)C)O)NC(=O)C(F)(F)F)O. Cell line: NCI-H322M. Synergy scores: CSS=2.34, Synergy_ZIP=0.634, Synergy_Bliss=1.87, Synergy_Loewe=-1.99, Synergy_HSA=-1.88. (7) Synergy scores: CSS=4.66, Synergy_ZIP=1.09, Synergy_Bliss=-0.215, Synergy_Loewe=-5.96, Synergy_HSA=-3.65. Drug 1: C1CCN(CC1)CCOC2=CC=C(C=C2)C(=O)C3=C(SC4=C3C=CC(=C4)O)C5=CC=C(C=C5)O. Cell line: SF-268. Drug 2: COCCOC1=C(C=C2C(=C1)C(=NC=N2)NC3=CC=CC(=C3)C#C)OCCOC.Cl.